Predict the product of the given reaction. From a dataset of Forward reaction prediction with 1.9M reactions from USPTO patents (1976-2016). (1) Given the reactants [CH2:1]([Li])[CH2:2][CH2:3][CH3:4].[C:6]([N:13]1CCC[CH2:15][C:14]1=O)([O:8][C:9]([CH3:12])([CH3:11])[CH3:10])=[O:7], predict the reaction product. The product is: [C:9]([O:8][C:6]([N:13]1[CH2:14][CH2:15][C:3](=[CH2:4])[CH2:2][CH2:1]1)=[O:7])([CH3:12])([CH3:11])[CH3:10]. (2) Given the reactants [F:1][C@H:2]1[C@@H:7]([S:8][CH3:9])[CH2:6][CH2:5][N:4]([C:10]2[N:15]=[C:14]([NH:16][C:17]3[N:22]=[CH:21][C:20]4[N:23]=[C:24]([CH2:29][O:30]C5CCCCO5)[N:25]([CH:26]([CH3:28])[CH3:27])[C:19]=4[CH:18]=3)[CH:13]=[CH:12][N:11]=2)[CH2:3]1.FC(F)(F)C(O)=O.C1(C)C=CC=CC=1, predict the reaction product. The product is: [F:1][C@H:2]1[C@@H:7]([S:8][CH3:9])[CH2:6][CH2:5][N:4]([C:10]2[N:15]=[C:14]([NH:16][C:17]3[N:22]=[CH:21][C:20]4[N:23]=[C:24]([CH2:29][OH:30])[N:25]([CH:26]([CH3:28])[CH3:27])[C:19]=4[CH:18]=3)[CH:13]=[CH:12][N:11]=2)[CH2:3]1.